This data is from Full USPTO retrosynthesis dataset with 1.9M reactions from patents (1976-2016). The task is: Predict the reactants needed to synthesize the given product. (1) Given the product [CH:1]([C:3]1[CH:4]=[C:5]([CH:9]([C:15]([OH:17])=[O:16])[C:10]([OH:12])=[O:11])[CH:6]=[CH:7][CH:8]=1)=[CH2:2], predict the reactants needed to synthesize it. The reactants are: [CH:1]([C:3]1[CH:4]=[C:5]([CH:9]([C:15]([O:17]CC)=[O:16])[C:10]([O:12]CC)=[O:11])[CH:6]=[CH:7][CH:8]=1)=[CH2:2].[OH-].[Na+]. (2) Given the product [C:1](/[CH:3]=[CH:4]/[S:5]([C:8]1[CH:9]=[CH:10][C:11]([C:14]([CH3:19])([CH3:18])[C:15]([NH:24][CH2:20][CH:21]([CH3:23])[CH3:22])=[O:17])=[CH:12][CH:13]=1)(=[O:6])=[O:7])#[N:2], predict the reactants needed to synthesize it. The reactants are: [C:1](/[CH:3]=[CH:4]/[S:5]([C:8]1[CH:13]=[CH:12][C:11]([C:14]([CH3:19])([CH3:18])[C:15]([OH:17])=O)=[CH:10][CH:9]=1)(=[O:7])=[O:6])#[N:2].[CH2:20]([NH2:24])[CH:21]([CH3:23])[CH3:22].Cl.CN(C)CCCN=C=NCC.ON1C2C=CC=CC=2N=N1.C(=O)(O)[O-].[Na+]. (3) Given the product [F:14][C:15]1[CH:23]=[CH:22][C:21]([CH:24]=[O:25])=[CH:20][C:16]=1[C:17]([N:11]1[CH2:12][CH2:13][C@@H:9]([N:2]([CH3:1])[C:3]2[N:4]=[N:5][CH:6]=[CH:7][CH:8]=2)[CH2:10]1)=[O:18], predict the reactants needed to synthesize it. The reactants are: [CH3:1][N:2]([C@@H:9]1[CH2:13][CH2:12][NH:11][CH2:10]1)[C:3]1[N:4]=[N:5][CH:6]=[CH:7][CH:8]=1.[F:14][C:15]1[CH:23]=[CH:22][C:21]([CH:24]=[O:25])=[CH:20][C:16]=1[C:17](O)=[O:18].F[P-](F)(F)(F)(F)F.N1(OC(N(C)C)=[N+](C)C)C2C=CC=CC=2N=N1.C(N(CC)C(C)C)(C)C. (4) Given the product [CH3:39][O:40][C:41](=[O:49])[C:42]1[CH:47]=[CH:46][C:45]([NH:5][C:6](=[O:37])[C:7]2[CH:12]=[C:11]([Cl:13])[C:10]([O:14][C:15]3[CH:20]=[CH:19][N:18]=[CH:17][C:16]=3[C:21]([N:23]3[C:32]4[C:27](=[CH:28][CH:29]=[CH:30][CH:31]=4)[N:26]([CH:33]4[CH2:35][CH2:34]4)[CH2:25][CH2:24]3)=[O:22])=[CH:9][C:8]=2[Cl:36])=[CH:44][CH:43]=1, predict the reactants needed to synthesize it. The reactants are: COC(=O)C[NH:5][C:6](=[O:37])[C:7]1[CH:12]=[C:11]([Cl:13])[C:10]([O:14][C:15]2[CH:20]=[CH:19][N:18]=[CH:17][C:16]=2[C:21]([N:23]2[C:32]3[C:27](=[CH:28][CH:29]=[CH:30][CH:31]=3)[N:26]([CH:33]3[CH2:35][CH2:34]3)[CH2:25][CH2:24]2)=[O:22])=[CH:9][C:8]=1[Cl:36].[CH3:39][O:40][C:41](=[O:49])[C:42]1[CH:47]=[CH:46][C:45](N)=[CH:44][CH:43]=1. (5) Given the product [C:1]([O:9][C@@H:10]([CH2:33][C:34]([Br:36])=[CH2:35])[CH2:11][CH2:12][C@@:13]12[O:32][C@@H:16]3[C@H:17]4[C@@H:22]([O:23][C@@H:15]3[CH2:14]1)[C@@H:21]([O:24]2)[C@H:20]1[O:25][C@@H:26]([CH2:29][CH:30]=[O:31])[CH2:27][CH2:28][C@@H:19]1[O:18]4)(=[O:8])[C:2]1[CH:3]=[CH:4][CH:5]=[CH:6][CH:7]=1, predict the reactants needed to synthesize it. The reactants are: [C:1]([O:9][C@@H:10]([CH2:33][C:34]([Br:36])=[CH2:35])[CH2:11][CH2:12][C@@:13]12[O:32][C@@H:16]3[C@H:17]4[C@@H:22]([O:23][C@@H:15]3[CH2:14]1)[C@@H:21]([O:24]2)[C@H:20]1[O:25][C@@H:26]([CH2:29][CH2:30][OH:31])[CH2:27][CH2:28][C@@H:19]1[O:18]4)(=[O:8])[C:2]1[CH:7]=[CH:6][CH:5]=[CH:4][CH:3]=1.C(=O)(O)[O-].[Na+].CC(OI1(OC(C)=O)(OC(C)=O)OC(=O)C2C=CC=CC1=2)=O. (6) Given the product [CH:7]([NH:6][C:4]([C:3]1[CH:10]=[C:11]([O:14][C:15]2[CH:20]=[CH:19][CH:18]=[CH:17][CH:16]=2)[CH:12]=[CH:13][C:2]=1[NH:1][C:29]([C:28]1[CH:32]=[CH:33][C:25]([C:23]([O:22][CH3:21])=[O:24])=[CH:26][CH:27]=1)=[O:30])=[O:5])([CH3:8])[CH3:9], predict the reactants needed to synthesize it. The reactants are: [NH2:1][C:2]1[CH:13]=[CH:12][C:11]([O:14][C:15]2[CH:20]=[CH:19][CH:18]=[CH:17][CH:16]=2)=[CH:10][C:3]=1[C:4]([NH:6][CH:7]([CH3:9])[CH3:8])=[O:5].[CH3:21][O:22][C:23]([C:25]1[CH:33]=[CH:32][C:28]([C:29](O)=[O:30])=[CH:27][CH:26]=1)=[O:24].C1C=CC2N(O)N=NC=2C=1.C(N(CC)CC)C.CCN=C=NCCCN(C)C. (7) Given the product [CH:1]1([CH2:6][CH:7]([C:18]2[NH:32][C:21]3=[N:22][CH:23]=[C:24]([CH2:26][CH2:27][N:29]([CH3:30])[CH3:31])[CH:25]=[C:20]3[CH:19]=2)[C:8]2[CH:13]=[CH:12][C:11]([S:14]([CH3:17])(=[O:16])=[O:15])=[CH:10][CH:9]=2)[CH2:5][CH2:4][CH2:3][CH2:2]1, predict the reactants needed to synthesize it. The reactants are: [CH:1]1([CH2:6][CH:7]([C:18]2[NH:32][C:21]3=[N:22][CH:23]=[C:24]([CH2:26][C:27]([N:29]([CH3:31])[CH3:30])=O)[CH:25]=[C:20]3[CH:19]=2)[C:8]2[CH:13]=[CH:12][C:11]([S:14]([CH3:17])(=[O:16])=[O:15])=[CH:10][CH:9]=2)[CH2:5][CH2:4][CH2:3][CH2:2]1.[H-].[Al+3].[Li+].[H-].[H-].[H-]. (8) Given the product [CH3:23][S:24][C:25]1[C:30]([NH:31][C:16](=[O:17])[CH2:15][CH:14]=[CH:13][C:12]2[CH2:11][O:10][C:9]3[CH:19]=[CH:20][CH:21]=[CH:22][C:8]=3[C:7]=2[C:1]2[CH:6]=[CH:5][CH:4]=[CH:3][CH:2]=2)=[C:29]([S:32][CH3:33])[CH:28]=[C:27]([CH3:34])[N:26]=1, predict the reactants needed to synthesize it. The reactants are: [C:1]1([C:7]2[C:8]3[CH:22]=[CH:21][CH:20]=[CH:19][C:9]=3[O:10][CH2:11][C:12]=2[CH:13]=[CH:14][CH2:15][C:16](O)=[O:17])[CH:6]=[CH:5][CH:4]=[CH:3][CH:2]=1.[CH3:23][S:24][C:25]1[C:30]([NH2:31])=[C:29]([S:32][CH3:33])[CH:28]=[C:27]([CH3:34])[N:26]=1. (9) The reactants are: [C:1]([C:5]1[N:10]=[C:9]([N:11]2[CH2:16][CH2:15][N:14]([CH2:17][CH2:18][CH2:19]Cl)[CH2:13][CH2:12]2)[CH:8]=[C:7]([CH:21]2[CH2:24][CH2:23][CH2:22]2)[N:6]=1)([CH3:4])([CH3:3])[CH3:2].[CH3:25][N:26]1[C:30]([C:31]([F:34])([F:33])[F:32])=[N:29][N:28]=[C:27]1[SH:35].[I-].[K+].O. Given the product [C:1]([C:5]1[N:10]=[C:9]([N:11]2[CH2:16][CH2:15][N:14]([CH2:17][CH2:18][CH2:19][S:35][C:27]3[N:26]([CH3:25])[C:30]([C:31]([F:33])([F:32])[F:34])=[N:29][N:28]=3)[CH2:13][CH2:12]2)[CH:8]=[C:7]([CH:21]2[CH2:24][CH2:23][CH2:22]2)[N:6]=1)([CH3:4])([CH3:3])[CH3:2], predict the reactants needed to synthesize it.